Task: Predict the product of the given reaction.. Dataset: Forward reaction prediction with 1.9M reactions from USPTO patents (1976-2016) (1) Given the reactants [CH3:1][O:2][C:3]1[N:8]=[CH:7][C:6]([CH2:9][N:10]2[C:18]3[C:13](=[CH:14][CH:15]=[C:16]([C:19]([OH:21])=O)[CH:17]=3)[CH:12]=[CH:11]2)=[CH:5][CH:4]=1.[NH2:22][OH:23], predict the reaction product. The product is: [OH:23][NH:22][C:19]([C:16]1[CH:17]=[C:18]2[C:13]([CH:12]=[CH:11][N:10]2[CH2:9][C:6]2[CH:7]=[N:8][C:3]([O:2][CH3:1])=[CH:4][CH:5]=2)=[CH:14][CH:15]=1)=[O:21]. (2) Given the reactants [CH3:1][S:2](Cl)(=O)=O.CC[N:8](CC)CC.C(Cl)Cl.O[C@H]1CN([C:22]([C:24]2[CH:29]=[CH:28][CH:27]=[CH:26][CH:25]=2)=O)[C@@H]2CCN[C@H]12.[CH3:33][CH:34](O)[CH3:35], predict the reaction product. The product is: [CH3:33][CH:34]([CH3:35])[CH2:22][CH:24]([NH2:8])[CH2:25][CH2:26][C:27]1[S:2][CH:1]=[CH:29][CH:28]=1. (3) Given the reactants Br[C:2]1[CH:3]=[C:4]2[C:9](=[N:10][CH:11]=1)[N:8]([CH2:12][CH3:13])[CH:7]=[C:6]([C:14]([O:16][CH2:17][CH2:18][O:19][P:20]([O:30][CH2:31][C:32]1[CH:37]=[CH:36][CH:35]=[CH:34][CH:33]=1)([O:22][CH2:23][C:24]1[CH:29]=[CH:28][CH:27]=[CH:26][CH:25]=1)=[O:21])=[O:15])[C:5]2=[O:38].[CH2:39]([NH:41][C:42](=[O:62])[NH:43][C:44]1[N:49]=[CH:48][C:47](B(O)O)=[C:46]([C:53]2[S:54][CH:55]=[C:56]([C:58]([F:61])([F:60])[F:59])[N:57]=2)[CH:45]=1)[CH3:40].C(=O)([O-])[O-].[Na+].[Na+], predict the reaction product. The product is: [CH2:12]([N:8]1[C:9]2[C:4](=[CH:3][C:2]([C:47]3[CH:48]=[N:49][C:44]([NH:43][C:42](=[O:62])[NH:41][CH2:39][CH3:40])=[CH:45][C:46]=3[C:53]3[S:54][CH:55]=[C:56]([C:58]([F:61])([F:59])[F:60])[N:57]=3)=[CH:11][N:10]=2)[C:5](=[O:38])[C:6]([C:14]([O:16][CH2:17][CH2:18][O:19][P:20]([O:30][CH2:31][C:32]2[CH:37]=[CH:36][CH:35]=[CH:34][CH:33]=2)([O:22][CH2:23][C:24]2[CH:25]=[CH:26][CH:27]=[CH:28][CH:29]=2)=[O:21])=[O:15])=[CH:7]1)[CH3:13]. (4) Given the reactants [CH2:1]([O:8][CH2:9][N:10]1[C:18]2[C:17]([NH2:19])=[N:16][C:15]([CH2:20][CH2:21][CH2:22][CH3:23])=[N:14][C:13]=2[C:12]([C:24]#[C:25][CH2:26][CH2:27][CH2:28]Cl)=[CH:11]1)[C:2]1[CH:7]=[CH:6][CH:5]=[CH:4][CH:3]=1.[NH:30]1[CH2:36][CH2:35][CH2:34][CH2:33][CH2:32][CH2:31]1, predict the reaction product. The product is: [N:30]1([CH2:28][CH2:27][CH2:26][C:25]#[C:24][C:12]2[C:13]3[N:14]=[C:15]([CH2:20][CH2:21][CH2:22][CH3:23])[N:16]=[C:17]([NH2:19])[C:18]=3[N:10]([CH2:9][O:8][CH2:1][C:2]3[CH:7]=[CH:6][CH:5]=[CH:4][CH:3]=3)[CH:11]=2)[CH2:36][CH2:35][CH2:34][CH2:33][CH2:32][CH2:31]1. (5) Given the reactants Cl.[C:2]([C:5]1[C:9]2[CH2:10][N:11](C(OC(C)(C)C)=O)[CH2:12][CH2:13][C:8]=2[N:7]([C:21]2[CH:26]=[CH:25][CH:24]=[C:23]([C:27]#[C:28][C@:29]3([OH:36])[CH2:33][CH2:32][N:31]([CH3:34])[C:30]3=[O:35])[CH:22]=2)[N:6]=1)(=[O:4])[NH2:3], predict the reaction product. The product is: [OH:36][C@@:29]1([C:28]#[C:27][C:23]2[CH:22]=[C:21]([N:7]3[C:8]4[CH2:13][CH2:12][NH:11][CH2:10][C:9]=4[C:5]([C:2]([NH2:3])=[O:4])=[N:6]3)[CH:26]=[CH:25][CH:24]=2)[CH2:33][CH2:32][N:31]([CH3:34])[C:30]1=[O:35]. (6) Given the reactants S(=O)(=O)(O)O.[F:6][C:7]([F:26])([F:25])[C:8]1[CH:13]=[C:12]([C:14]2[CH:19]=[CH:18][CH:17]=[CH:16][C:15]=2[C:20]([F:23])([F:22])[F:21])[N:11]=[C:10]([NH2:24])[CH:9]=1.[N+:27]([O-])([OH:29])=[O:28].[OH-].[Na+], predict the reaction product. The product is: [N+:27]([C:9]1[C:10]([NH2:24])=[N:11][C:12]([C:14]2[CH:19]=[CH:18][CH:17]=[CH:16][C:15]=2[C:20]([F:22])([F:21])[F:23])=[CH:13][C:8]=1[C:7]([F:6])([F:25])[F:26])([O-:29])=[O:28]. (7) Given the reactants [CH3:1][N:2]1[CH2:7][CH2:6][C:5]([CH2:15][NH:16][CH3:17])([C:8]2[CH:13]=[CH:12][C:11]([F:14])=[CH:10][CH:9]=2)[CH2:4][CH2:3]1.[C:18]([C:20]1[CH:21]=[C:22]([C:31](Cl)=[O:32])[C:23]2[C:28]([C:29]=1[CH3:30])=[CH:27][CH:26]=[CH:25][CH:24]=2)#[N:19], predict the reaction product. The product is: [CH3:1][N:2]1[CH2:3][CH2:4][C:5]([C:8]2[CH:13]=[CH:12][C:11]([F:14])=[CH:10][CH:9]=2)([CH2:15][N:16]([CH3:17])[C:31]([C:22]2[C:23]3[C:28](=[CH:27][CH:26]=[CH:25][CH:24]=3)[C:29]([CH3:30])=[C:20]([C:18]#[N:19])[CH:21]=2)=[O:32])[CH2:6][CH2:7]1. (8) Given the reactants CC([O-])(C)C.[Na+].[NH:7]1[C:15]2[C:10](=[CH:11][CH:12]=[CH:13][CH:14]=2)[CH:9]=[CH:8]1.Br[C:17]1[CH:22]=[CH:21][C:20]([F:23])=[CH:19][CH:18]=1, predict the reaction product. The product is: [F:23][C:20]1[CH:21]=[CH:22][C:17]([N:7]2[C:15]3[C:10](=[CH:11][CH:12]=[CH:13][CH:14]=3)[CH:9]=[CH:8]2)=[CH:18][CH:19]=1. (9) Given the reactants OC1C=CC(CNC(=O)C2C=CC(NC3C4N(C=CN=4)C(C4C=NNC=4)=CN=3)=CC=2)=CC=1.[Br:33][C:34]1[N:39]2[CH:40]=[CH:41][N:42]=[C:38]2[C:37](Br)=[N:36][CH:35]=1.[N:44]1[CH:49]=[CH:48][CH:47]=[CH:46][C:45]=1[C:50]1[N:51]=[N:52][N:53]([C:55]2[CH:60]=[CH:59][C:58]([NH2:61])=[CH:57][CH:56]=2)[CH:54]=1.CC([O-])(C)C.[Na+].CC1(C)C2C(=C(P(C3C=CC=CC=3)C3C=CC=CC=3)C=CC=2)OC2C(P(C3C=CC=CC=3)C3C=CC=CC=3)=CC=CC1=2, predict the reaction product. The product is: [Br:33][C:34]1[N:39]2[CH:40]=[CH:41][N:42]=[C:38]2[C:37]([NH:61][C:58]2[CH:59]=[CH:60][C:55]([N:53]3[CH:54]=[C:50]([C:45]4[CH:46]=[CH:47][CH:48]=[CH:49][N:44]=4)[N:51]=[N:52]3)=[CH:56][CH:57]=2)=[N:36][CH:35]=1.